This data is from Catalyst prediction with 721,799 reactions and 888 catalyst types from USPTO. The task is: Predict which catalyst facilitates the given reaction. Reactant: [NH2:1][CH2:2][C:3]1[N:4]=[C:5]([N:16]2[CH2:21][CH2:20][N:19]([CH3:22])[CH2:18][CH2:17]2)[N:6]([C:8]2[CH:13]=[CH:12][C:11]([NH2:14])=[C:10]([CH3:15])[CH:9]=2)[CH:7]=1.[Cl:23][C:24]1[S:28][C:27]([C:29](O)=[O:30])=[CH:26][CH:25]=1.CN(C(ON1N=NC2C=CC=CC1=2)=[N+](C)C)C.[B-](F)(F)(F)F.CN1CCOCC1. Product: [NH2:14][C:11]1[CH:12]=[CH:13][C:8]([N:6]2[CH:7]=[C:3]([CH2:2][NH:1][C:29]([C:27]3[S:28][C:24]([Cl:23])=[CH:25][CH:26]=3)=[O:30])[N:4]=[C:5]2[N:16]2[CH2:17][CH2:18][N:19]([CH3:22])[CH2:20][CH2:21]2)=[CH:9][C:10]=1[CH3:15]. The catalyst class is: 3.